This data is from Acute oral toxicity (LD50) regression data from Zhu et al.. The task is: Regression/Classification. Given a drug SMILES string, predict its toxicity properties. Task type varies by dataset: regression for continuous values (e.g., LD50, hERG inhibition percentage) or binary classification for toxic/non-toxic outcomes (e.g., AMES mutagenicity, cardiotoxicity, hepatotoxicity). Dataset: ld50_zhu. (1) The drug is CCCCN(CCCCO)N=O. The rat oral LD50 is 1.99, given as -log10 of the dose in mol/kg body weight (higher means more acutely toxic). (2) The drug is CCNCC(O)c1cccc(O)c1. The rat oral LD50 is 3.20, given as -log10 of the dose in mol/kg body weight (higher means more acutely toxic). (3) The rat oral LD50 is 4.03, given as -log10 of the dose in mol/kg body weight (higher means more acutely toxic). The compound is Oc1ccc(-c2ccccc2)cc1CN1CCOCC1. (4) The compound is C1CN(SSN2CCOCC2)CCO1. The rat oral LD50 is 1.74, given as -log10 of the dose in mol/kg body weight (higher means more acutely toxic). (5) The compound is CCCCn1ncc(OP(=S)(OCC)OC(C)C)c(OC)c1=O. The rat oral LD50 is 4.22, given as -log10 of the dose in mol/kg body weight (higher means more acutely toxic).